The task is: Predict which catalyst facilitates the given reaction.. This data is from Catalyst prediction with 721,799 reactions and 888 catalyst types from USPTO. (1) Reactant: [Cl:1][C:2]1[CH:7]=[CH:6][C:5]([C@@:8]2([O:19][CH3:20])[C@H:13]([OH:14])[C@@H:12]([OH:15])[C@H:11]([OH:16])[C@@H:10]([CH2:17][OH:18])[O:9]2)=[CH:4][C:3]=1[CH2:21][C:22]1[CH:27]=[CH:26][C:25]([O:28][CH3:29])=[C:24]([F:30])[C:23]=1[F:31].[Si:32](Cl)([C:35]([CH3:38])([CH3:37])[CH3:36])([CH3:34])[CH3:33].N1C=CN=C1. Product: [Si:32]([O:18][CH2:17][C@H:10]1[O:9][C@:8]([C:5]2[CH:6]=[CH:7][C:2]([Cl:1])=[C:3]([CH2:21][C:22]3[CH:27]=[CH:26][C:25]([O:28][CH3:29])=[C:24]([F:30])[C:23]=3[F:31])[CH:4]=2)([O:19][CH3:20])[C@H:13]([OH:14])[C@@H:12]([OH:15])[C@@H:11]1[OH:16])([C:35]([CH3:38])([CH3:37])[CH3:36])([CH3:34])[CH3:33]. The catalyst class is: 4. (2) Reactant: [CH:1]1[CH:2]=[CH:3][C:4]2[N:9](O)N=N[C:5]=2[CH:6]=1.[O:11]=[C:12]([N:17]1[CH2:22][CH2:21][N:20]([C:23](=[O:34])[C:24]2[CH:29]=[CH:28][CH:27]=[CH:26][C:25]=2[C:30]([F:33])([F:32])[F:31])[CH2:19][CH2:18]1)[CH2:13][C:14]([OH:16])=O.C[CH2:36][N:37]=[C:38]=[N:39]CCCN(C)C.Cl.CN(C=[O:51])C. Product: [O:51]1[CH:36]=[N:37][C:38]([C:1]2[CH:6]=[CH:5][C:4]([NH:9][C:14](=[O:16])[CH2:13][C:12](=[O:11])[N:17]3[CH2:18][CH2:19][N:20]([C:23](=[O:34])[C:24]4[CH:29]=[CH:28][CH:27]=[CH:26][C:25]=4[C:30]([F:32])([F:31])[F:33])[CH2:21][CH2:22]3)=[CH:3][CH:2]=2)=[N:39]1. The catalyst class is: 850. (3) Reactant: [NH2:1][C:2]1[CH:7]=[CH:6][C:5]([N:8]2[CH:12]=[C:11]([CH2:13][NH:14][C:15]([C:17]3[S:18][C:19]([Cl:22])=[CH:20][CH:21]=3)=[O:16])[N:10]=[CH:9]2)=[CH:4][C:3]=1[CH3:23].[Cl:24][CH2:25][CH2:26][CH2:27][CH2:28][C:29](Cl)=[O:30]. Product: [Cl:24][CH2:25][CH2:26][CH2:27][CH2:28][C:29]([NH:1][C:2]1[CH:7]=[CH:6][C:5]([N:8]2[CH:12]=[C:11]([CH2:13][NH:14][C:15]([C:17]3[S:18][C:19]([Cl:22])=[CH:20][CH:21]=3)=[O:16])[N:10]=[CH:9]2)=[CH:4][C:3]=1[CH3:23])=[O:30]. The catalyst class is: 1. (4) Reactant: [C:1]([NH:8][C@H:9]([C:14]([OH:16])=O)[CH2:10][CH2:11][CH2:12][CH3:13])([O:3][C:4]([CH3:7])([CH3:6])[CH3:5])=[O:2].O.O[N:19]1C2C=CC=CC=2N=N1.C(Cl)CCl. Product: [C:1]([NH:8][C@H:9]([C:14]([NH2:19])=[O:16])[CH2:10][CH2:11][CH2:12][CH3:13])([O:3][C:4]([CH3:7])([CH3:6])[CH3:5])=[O:2]. The catalyst class is: 4. (5) The catalyst class is: 6. Reactant: Br[CH2:2][C:3]1[C:4]([C:18]([O:20][CH2:21][CH3:22])=[O:19])=[N:5][O:6][C:7]=1[C:8]1[CH:13]=[CH:12][C:11]([C:14]([F:17])([F:16])[F:15])=[CH:10][CH:9]=1.FC(F)(F)C(O)=[O:26]. Product: [OH:26][CH2:2][C:3]1[C:4]([C:18]([O:20][CH2:21][CH3:22])=[O:19])=[N:5][O:6][C:7]=1[C:8]1[CH:13]=[CH:12][C:11]([C:14]([F:17])([F:16])[F:15])=[CH:10][CH:9]=1. (6) Reactant: [Cl:1][C:2]1[C:3]([C:8]([OH:10])=O)=[N:4][N:5]([CH3:7])[CH:6]=1.O1CCCC1.C(Cl)(=O)C(Cl)=O.[NH2:22][C:23]1[CH:24]=[C:25]([CH:42]=[CH:43][C:44]=1[F:45])[O:26][C:27]1[CH:28]=[CH:29][C:30]2[N:31]([CH:33]=[C:34]([NH:36][C:37]([CH:39]3[CH2:41][CH2:40]3)=[O:38])[N:35]=2)[N:32]=1. Product: [Cl:1][C:2]1[C:3]([C:8]([NH:22][C:23]2[CH:24]=[C:25]([O:26][C:27]3[CH:28]=[CH:29][C:30]4[N:31]([CH:33]=[C:34]([NH:36][C:37]([CH:39]5[CH2:41][CH2:40]5)=[O:38])[N:35]=4)[N:32]=3)[CH:42]=[CH:43][C:44]=2[F:45])=[O:10])=[N:4][N:5]([CH3:7])[CH:6]=1. The catalyst class is: 402. (7) Reactant: Cl[C:2]1[C:11]2[C:6](=[CH:7][CH:8]=[CH:9][CH:10]=2)[N:5]=[CH:4][C:3]=1[NH:12][C:13](=O)[CH2:14][O:15][CH2:16][CH3:17].Cl.[CH:20]([O:23][NH2:24])([CH3:22])[CH3:21]. Product: [CH2:16]([O:15][CH2:14][C:13]1[N:24]([O:23][CH:20]([CH3:22])[CH3:21])[C:2]2[C:11]3[CH:10]=[CH:9][CH:8]=[CH:7][C:6]=3[N:5]=[CH:4][C:3]=2[N:12]=1)[CH3:17]. The catalyst class is: 8. (8) Reactant: [N:1]([C:4]1[CH:5]=[C:6]2[C@@:17]3([CH2:22][CH2:21][O:20][C:19]([NH2:23])=[N:18]3)[C:16]3[C:11](=[N:12][CH:13]=[C:14]([Br:24])[CH:15]=3)[O:10][C:7]2=[CH:8][CH:9]=1)=[N+]=[N-].[B-].[Na+].[BH4-].[Na+].O. Product: [Br:24][C:14]1[CH:15]=[C:16]2[C@:17]3([CH2:22][CH2:21][O:20][C:19]([NH2:23])=[N:18]3)[C:6]3[C:7](=[CH:8][CH:9]=[C:4]([NH2:1])[CH:5]=3)[O:10][C:11]2=[N:12][CH:13]=1. The catalyst class is: 191.